From a dataset of Full USPTO retrosynthesis dataset with 1.9M reactions from patents (1976-2016). Predict the reactants needed to synthesize the given product. (1) Given the product [CH2:42]([O:49][C:50](=[O:51])[NH:52][C@H:53]([C:54](=[O:55])[NH:56][C@H:57]([C:6](=[O:25])[NH:7][C@H:8]([CH:13]([C:15](=[O:24])[NH:16][CH2:17][C:18]1[CH:19]=[CH:20][CH:21]=[CH:22][CH:23]=1)[OH:14])[CH2:9][CH2:10][CH2:11][CH3:12])[CH2:61][C:62]1[C:70]2[C:65](=[CH:66][CH:67]=[CH:68][CH:69]=2)[NH:64][CH:63]=1)[CH3:71])[C:43]1[CH:44]=[CH:45][CH:46]=[CH:47][CH:48]=1, predict the reactants needed to synthesize it. The reactants are: C(O[C:6](=[O:25])[NH:7][C@H:8]([CH:13]([C:15](=[O:24])[NH:16][CH2:17][C:18]1[CH:23]=[CH:22][CH:21]=[CH:20][CH:19]=1)[OH:14])[CH2:9][CH2:10][CH2:11][CH3:12])(C)(C)C.FC(F)(F)C(O)=O.C(N(CC)C(C)C)(C)C.[CH2:42]([O:49][C:50]([NH:52][C@@H:53]([CH3:71])[C:54]([NH:56][C@@H:57]([CH2:61][C:62]1[C:70]2[C:65](=[CH:66][CH:67]=[CH:68][CH:69]=2)[NH:64][CH:63]=1)C(O)=O)=[O:55])=[O:51])[C:43]1[CH:48]=[CH:47][CH:46]=[CH:45][CH:44]=1.CN(C(ON1N=NC2C=CC=NC1=2)=[N+](C)C)C.F[P-](F)(F)(F)(F)F. (2) The reactants are: [N+:1]([C:4]1[CH:9]=[CH:8][C:7]([C:10]2[S:14][C:13]([CH:15]3[CH2:20][CH2:19][CH:18]([CH2:21][C:22]([NH:24][NH2:25])=[O:23])[CH2:17][CH2:16]3)=[N:12][CH:11]=2)=[CH:6][CH:5]=1)([O-:3])=[O:2].[C:26](O)(=O)[CH3:27]. Given the product [CH3:26][C:27]1[O:23][C:22]([CH2:21][CH:18]2[CH2:17][CH2:16][CH:15]([C:13]3[S:14][C:10]([C:7]4[CH:8]=[CH:9][C:4]([N+:1]([O-:3])=[O:2])=[CH:5][CH:6]=4)=[CH:11][N:12]=3)[CH2:20][CH2:19]2)=[N:24][N:25]=1, predict the reactants needed to synthesize it. (3) Given the product [CH3:39][O:40][N:41]=[C:25]([C:16]1[C:15]([CH2:14][N:7]([CH2:6][C:5]2[CH:4]=[C:3]([C:2]([F:1])([F:36])[F:37])[CH:31]=[C:30]([C:32]([F:33])([F:34])[F:35])[CH:29]=2)[C:8]2[N:9]=[N:10][N:11]([CH3:13])[N:12]=2)=[CH:20][C:19]([C:21]([F:22])([F:23])[F:24])=[CH:18][N:17]=1)[CH2:26][CH3:27], predict the reactants needed to synthesize it. The reactants are: [F:1][C:2]([F:37])([F:36])[C:3]1[CH:4]=[C:5]([CH:29]=[C:30]([C:32]([F:35])([F:34])[F:33])[CH:31]=1)[CH2:6][N:7]([CH2:14][C:15]1[C:16]([C:25](=O)[CH2:26][CH3:27])=[N:17][CH:18]=[C:19]([C:21]([F:24])([F:23])[F:22])[CH:20]=1)[C:8]1[N:9]=[N:10][N:11]([CH3:13])[N:12]=1.Cl.[CH3:39][O:40][NH2:41].[OH-].[Na+].Cl. (4) Given the product [F:31][C:3]1[CH:4]=[C:5]2[C:9](=[CH:10][C:2]=1[NH:1][C:41](=[O:42])[CH2:40][O:39][CH3:38])[NH:8][C:7](=[O:11])[CH2:6]2, predict the reactants needed to synthesize it. The reactants are: [NH2:1][C:2]1[CH:10]=[C:9]2[C:5]([C:6](=CC3NC4CCN(CCN(CC)CC)C(=O)C=4C=3C)[C:7](=[O:11])[NH:8]2)=[CH:4][C:3]=1[F:31].N1CCCCC1.[CH3:38][O:39][CH2:40][C:41](Cl)=[O:42]. (5) Given the product [Cl:1][C:2]1[CH:11]=[CH:10][C:5]([C:6]([O:8][CH3:9])=[O:7])=[CH:4][C:3]=1[O:12][CH2:19][C:20]([F:23])([F:22])[F:21], predict the reactants needed to synthesize it. The reactants are: [Cl:1][C:2]1[CH:11]=[CH:10][C:5]([C:6]([O:8][CH3:9])=[O:7])=[CH:4][C:3]=1[OH:12].FC(F)(F)S(O[CH2:19][C:20]([F:23])([F:22])[F:21])(=O)=O. (6) Given the product [C:57]([O:61][NH:62][C:13]([C:11]1[S:12][C:8]([C:5]2[CH:6]=[CH:7][C:2]([Cl:1])=[CH:3][CH:4]=2)=[C:9]([C:16]2[CH:21]=[CH:20][C:19]([Cl:22])=[CH:18][C:17]=2[Cl:23])[N:10]=1)=[O:15])([CH3:60])([CH3:59])[CH3:58], predict the reactants needed to synthesize it. The reactants are: [Cl:1][C:2]1[CH:7]=[CH:6][C:5]([C:8]2[S:12][C:11]([C:13]([OH:15])=O)=[N:10][C:9]=2[C:16]2[CH:21]=[CH:20][C:19]([Cl:22])=[CH:18][C:17]=2[Cl:23])=[CH:4][CH:3]=1.C(N(C(C)C)CC)(C)C.F[P-](F)(F)(F)(F)F.N1(OC(N(C)C)=[N+](C)C)C2C=CC=CC=2N=N1.[C:57]([O:61][NH2:62])([CH3:60])([CH3:59])[CH3:58].Cl. (7) Given the product [C:19]([O:23][C:24](=[O:51])[N:25]([C@H:34]([C:36]1[CH:41]=[CH:40][CH:39]=[C:38]([CH2:42][OH:43])[N:37]=1)[CH3:35])[CH2:26][CH2:27][C:28]1[CH:33]=[CH:32][CH:31]=[CH:30][CH:29]=1)([CH3:20])([CH3:21])[CH3:22], predict the reactants needed to synthesize it. The reactants are: [F-].C([N+](CCCC)(CCCC)CCCC)CCC.[C:19]([O:23][C:24](=[O:51])[N:25]([C@H:34]([C:36]1[CH:41]=[CH:40][CH:39]=[C:38]([C:42](C)(C)[O:43][SiH2]C(C)(C)C)[N:37]=1)[CH3:35])[CH2:26][CH2:27][C:28]1[CH:33]=[CH:32][CH:31]=[CH:30][CH:29]=1)([CH3:22])([CH3:21])[CH3:20].